The task is: Predict the product of the given reaction.. This data is from Forward reaction prediction with 1.9M reactions from USPTO patents (1976-2016). (1) Given the reactants [N+](C1C=C([O:11][C:12]([F:15])([F:14])[F:13])C=CC=1N)([O-])=O.[N:16]1[CH:21]=[CH:20][CH:19]=[CH:18][C:17]=1[N:22]1[C:26]2[CH:27]=[CH:28][C:29](C(F)(F)F)=[CH:30][C:25]=2[N:24]=[C:23]1/[CH:35]=[CH:36]/[C:37]1[CH:42]=[CH:41][CH:40]=[CH:39][CH:38]=1, predict the reaction product. The product is: [N:16]1[CH:21]=[CH:20][CH:19]=[CH:18][C:17]=1[N:22]1[C:26]2[CH:27]=[CH:28][C:29]([O:11][C:12]([F:15])([F:14])[F:13])=[CH:30][C:25]=2[N:24]=[C:23]1/[CH:35]=[CH:36]/[C:37]1[CH:42]=[CH:41][CH:40]=[CH:39][CH:38]=1. (2) The product is: [CH3:12][C:11]1[C:38]([C:40]([F:43])([F:42])[F:41])=[CH:13][C:8]2[N:7]=[C:22]([C:23]3[CH:28]=[CH:27][CH:26]=[C:25]([C:29]4[CH:34]=[N:33][CH:32]=[CH:31][N:30]=4)[CH:24]=3)[CH2:21][C:20](=[O:36])[NH:19][C:9]=2[CH:10]=1. Given the reactants C(OC(=O)[NH:7][C:8]1[CH:13]=[C:12](C(F)(F)F)[C:11](C)=[CH:10][C:9]=1[NH:19][C:20](=[O:36])[CH2:21][C:22](=O)[C:23]1[CH:28]=[CH:27][CH:26]=[C:25]([C:29]2[CH:34]=[N:33][CH:32]=[CH:31][N:30]=2)[CH:24]=1)(C)(C)C.[C:38](O)([C:40]([F:43])([F:42])[F:41])=O, predict the reaction product. (3) Given the reactants [N:1]1([CH2:7][CH2:8][N:9]2[C:21]3[CH2:20][N:19]([C:22]4[N:27]=[CH:26][C:25]([C:28](O)=[O:29])=[CH:24][N:23]=4)[CH2:18][CH2:17][C:16]=3[C:15]3[C:10]2=[CH:11][CH:12]=[CH:13][CH:14]=3)[CH2:6][CH2:5][O:4][CH2:3][CH2:2]1.CCN=C=NCCCN(C)C.C1C=CC2N(O)N=NC=2C=1.CCN(C(C)C)C(C)C.[NH2:61][O:62][CH:63]1[CH2:68][CH2:67][CH2:66][CH2:65][O:64]1, predict the reaction product. The product is: [O:64]1[CH2:65][CH2:66][CH2:67][CH2:68][CH:63]1[O:62][NH:61][C:28]([C:25]1[CH:24]=[N:23][C:22]([N:19]2[CH2:18][CH2:17][C:16]3[C:15]4[C:10](=[CH:11][CH:12]=[CH:13][CH:14]=4)[N:9]([CH2:8][CH2:7][N:1]4[CH2:2][CH2:3][O:4][CH2:5][CH2:6]4)[C:21]=3[CH2:20]2)=[N:27][CH:26]=1)=[O:29]. (4) Given the reactants [NH2:1][C:2]1[S:3][C:4]([C:13]2[CH:18]=[CH:17][N:16]=[C:15]([NH:19][C:20]3[CH:25]=[CH:24][CH:23]=[CH:22][CH:21]=3)[N:14]=2)=[C:5]([C:7]2[CH:12]=[CH:11][CH:10]=[CH:9][CH:8]=2)[N:6]=1.[C:26](OC(=O)C)(=[O:28])[CH3:27].C(N(CC)CC)C, predict the reaction product. The product is: [C:26]([NH:1][C:2]1[S:3][C:4]([C:13]2[CH:18]=[CH:17][N:16]=[C:15]([NH:19][C:20]3[CH:25]=[CH:24][CH:23]=[CH:22][CH:21]=3)[N:14]=2)=[C:5]([C:7]2[CH:12]=[CH:11][CH:10]=[CH:9][CH:8]=2)[N:6]=1)(=[O:28])[CH3:27]. (5) Given the reactants [CH:1]([C:3]1[CH:8]=[C:7]([O:9][CH3:10])[C:6](OS(C(F)(F)F)(=O)=O)=[C:5]([O:19][CH3:20])[CH:4]=1)=[O:2].C(N(CC)CC)C.[C:28]([O:32][CH3:33])(=[O:31])[CH:29]=[CH2:30].C1(P(C2C=CC=CC=2)CCCP(C2C=CC=CC=2)C2C=CC=CC=2)C=CC=CC=1, predict the reaction product. The product is: [CH3:33][O:32][C:28](=[O:31])[CH:29]=[CH:30][C:6]1[C:5]([O:19][CH3:20])=[CH:4][C:3]([CH:1]=[O:2])=[CH:8][C:7]=1[O:9][CH3:10]. (6) The product is: [N:38]1([CH2:2][CH2:3][CH2:4][O:5][C:6]2[CH:11]=[CH:10][C:9]([C:12]3([C:18]#[N:19])[CH2:17][CH2:16][O:15][CH2:14][CH2:13]3)=[CH:8][CH:7]=2)[CH2:37][CH2:31][CH2:32]1. Given the reactants Cl[CH2:2][CH2:3][CH2:4][O:5][C:6]1[CH:11]=[CH:10][C:9]([C:12]2([C:18]#[N:19])[CH2:17][CH2:16][O:15][CH2:14][CH2:13]2)=[CH:8][CH:7]=1.BrCCCOC1C=CC([C:31]2([C:37]#[N:38])CCOC[CH2:32]2)=CC=1.C([O-])([O-])=O.[K+].[K+].Cl.N1CCC1, predict the reaction product. (7) The product is: [Cl:44][C:42]1[CH:41]=[CH:40][C:36]([C:37]([OH:39])=[O:38])=[C:35]([NH:34][C:32]([NH:29][C:2]2[CH:3]=[CH:4][CH:5]=[CH:6][N:1]=2)=[O:17])[CH:43]=1. Given the reactants [N:1]1[CH:6]=[CH:5][CH:4]=[CH:3][C:2]=1C(O)=O.C1(P(N=[N+]=[N-])(C2C=CC=CC=2)=[O:17])C=CC=CC=1.C([N:29]([CH2:32]C)CC)C.[NH2:34][C:35]1[CH:43]=[C:42]([Cl:44])[CH:41]=[CH:40][C:36]=1[C:37]([OH:39])=[O:38], predict the reaction product.